From a dataset of Forward reaction prediction with 1.9M reactions from USPTO patents (1976-2016). Predict the product of the given reaction. (1) Given the reactants [CH:1]([C:3]12[CH2:13][CH:8]3[CH2:9][CH:10]([CH2:12][CH:5]([O:6][C:7]3=O)[CH2:4]1)[CH2:11]2)=[CH2:2].COC1C=CC(P2(=S)SP(=S)(C3C=CC(OC)=CC=3)[S:24]2)=CC=1, predict the reaction product. The product is: [CH:1]([C:3]12[CH2:13][CH:8]3[CH2:9][CH:10]([CH2:12][CH:5]([O:6][C:7]3=[S:24])[CH2:4]1)[CH2:11]2)=[CH2:2]. (2) The product is: [CH2:3]([O:5][C:6]([C:8]1[C:16]2[C:11](=[CH:12][CH:13]=[C:14]([Br:17])[CH:15]=2)[N:10]([CH3:18])[CH:9]=1)=[O:7])[CH3:4]. Given the reactants [H-].[Na+].[CH2:3]([O:5][C:6]([C:8]1[C:16]2[C:11](=[CH:12][CH:13]=[C:14]([Br:17])[CH:15]=2)[NH:10][CH:9]=1)=[O:7])[CH3:4].[CH3:18]I.O, predict the reaction product.